This data is from Forward reaction prediction with 1.9M reactions from USPTO patents (1976-2016). The task is: Predict the product of the given reaction. (1) Given the reactants Cl.[N:2]1([C:8]2[N:19]=[CH:18][CH:17]=[CH:16][C:9]=2[C:10]([O:12][CH:13]([CH3:15])[CH3:14])=[O:11])[CH2:7][CH2:6][NH:5][CH2:4][CH2:3]1.CCN(CC)CC.[CH3:27][C:28]1[CH:29]=[C:30]([CH:34]=O)[S:31][C:32]=1[CH3:33].[BH-](OC(C)=O)(OC(C)=O)OC(C)=O.[Na+], predict the reaction product. The product is: [CH3:27][C:28]1[CH:29]=[C:30]([CH2:34][N:5]2[CH2:6][CH2:7][N:2]([C:8]3[C:9]([C:10]([O:12][CH:13]([CH3:15])[CH3:14])=[O:11])=[CH:16][CH:17]=[CH:18][N:19]=3)[CH2:3][CH2:4]2)[S:31][C:32]=1[CH3:33]. (2) Given the reactants [CH:1]1([N:4]([CH2:39][C:40]2[CH:45]=[C:44]([CH2:46][CH2:47][CH2:48][O:49][CH3:50])[CH:43]=[C:42]([OH:51])[CH:41]=2)[C:5]([C@@H:7]2[C@@H:12]([C:13]3[CH:18]=[CH:17][C:16]([O:19][CH2:20][CH2:21][O:22][C:23]4[C:28]([Cl:29])=[CH:27][C:26]([CH3:30])=[CH:25][C:24]=4[Cl:31])=[CH:15][CH:14]=3)[CH2:11][CH2:10][N:9](C(OC(C)(C)C)=O)[CH2:8]2)=[O:6])[CH2:3][CH2:2]1.CC1C=CC(S(O[CH2:63][CH2:64][O:65][CH2:66][C:67]([F:70])([F:69])[F:68])(=O)=O)=CC=1.C(=O)([O-])[O-].[Cs+].[Cs+].[I-].[Na+], predict the reaction product. The product is: [CH:1]1([N:4]([CH2:39][C:40]2[CH:41]=[C:42]([O:51][CH2:63][CH2:64][O:65][CH2:66][C:67]([F:70])([F:69])[F:68])[CH:43]=[C:44]([CH2:46][CH2:47][CH2:48][O:49][CH3:50])[CH:45]=2)[C:5]([C@@H:7]2[C@@H:12]([C:13]3[CH:18]=[CH:17][C:16]([O:19][CH2:20][CH2:21][O:22][C:23]4[C:28]([Cl:29])=[CH:27][C:26]([CH3:30])=[CH:25][C:24]=4[Cl:31])=[CH:15][CH:14]=3)[CH2:11][CH2:10][NH:9][CH2:8]2)=[O:6])[CH2:3][CH2:2]1. (3) Given the reactants C([O:8][N:9]([CH2:12][C@@H:13]([CH2:17][CH:18]1[CH2:22][CH2:21][CH2:20][CH2:19]1)[C:14]([OH:16])=O)[CH:10]=[O:11])C1C=CC=CC=1.[F:23][C@H:24]1[CH2:28][NH:27][C@H:26]([C:29]2[NH:37][C:32]3[CH:33]=[N:34][CH:35]=[CH:36][C:31]=3[N:30]=2)[CH2:25]1, predict the reaction product. The product is: [CH:18]1([CH2:17][C@@H:13]([C:14]([N:27]2[CH2:28][C@H:24]([F:23])[CH2:25][C@H:26]2[C:29]2[NH:37][C:32]3[CH:33]=[N:34][CH:35]=[CH:36][C:31]=3[N:30]=2)=[O:16])[CH2:12][N:9]([OH:8])[CH:10]=[O:11])[CH2:19][CH2:20][CH2:21][CH2:22]1.